Dataset: Catalyst prediction with 721,799 reactions and 888 catalyst types from USPTO. Task: Predict which catalyst facilitates the given reaction. (1) Reactant: [Cl:1][C:2]1[CH:10]=[N:9][CH:8]=[C:7]([Cl:11])[C:3]=1[C:4]([NH2:6])=O. Product: [Cl:1][C:2]1[CH:10]=[N:9][CH:8]=[C:7]([Cl:11])[C:3]=1[C:4]#[N:6]. The catalyst class is: 265. (2) Reactant: [CH2:1]([O:3][C:4]([C:6]1[N:18]=[C:17](Br)[C:16]2[C:15]3[CH:14]=[CH:13][CH:12]=[CH:11][C:10]=3[N:9]([C:20]3[CH:25]=[CH:24][CH:23]=[CH:22][CH:21]=3)[C:8]=2[C:7]=1[OH:26])=[O:5])[CH3:2].[CH3:27][Sn](C)(C)C. The catalyst class is: 235. Product: [CH2:1]([O:3][C:4]([C:6]1[N:18]=[C:17]([CH3:27])[C:16]2[C:15]3[CH:14]=[CH:13][CH:12]=[CH:11][C:10]=3[N:9]([C:20]3[CH:25]=[CH:24][CH:23]=[CH:22][CH:21]=3)[C:8]=2[C:7]=1[OH:26])=[O:5])[CH3:2]. (3) Reactant: [F:1][C:2]1[CH:7]=[CH:6][C:5]([OH:8])=[C:4]([CH2:9]O)[CH:3]=1.[BrH:11].[C:12]1([PH+:18]([C:25]2[CH:30]=[CH:29][CH:28]=[CH:27][CH:26]=2)[C:19]2[CH:24]=[CH:23][CH:22]=[CH:21][CH:20]=2)[CH:17]=[CH:16][CH:15]=[CH:14][CH:13]=1. Product: [Br-:11].[F:1][C:2]1[CH:7]=[CH:6][C:5]([OH:8])=[C:4]([CH:3]=1)[CH2:9][P+:18]([C:19]1[CH:20]=[CH:21][CH:22]=[CH:23][CH:24]=1)([C:25]1[CH:30]=[CH:29][CH:28]=[CH:27][CH:26]=1)[C:12]1[CH:13]=[CH:14][CH:15]=[CH:16][CH:17]=1. The catalyst class is: 10. (4) Reactant: [C:1]([C:4]1[CH:31]=[C:7]2[CH2:8][N:9]([C:13]([O:15][CH2:16][C:17]3[CH:22]=[C:21]([C:23]([F:26])([F:25])[F:24])[CH:20]=[C:19]([C:27]([F:30])([F:29])[F:28])[CH:18]=3)=[O:14])[CH2:10][CH2:11][CH2:12][N:6]2[N:5]=1)(=O)[CH3:2].[NH:32]1[CH2:37][CH2:36][CH2:35][CH2:34][CH2:33]1.[BH4-].[Na+]. Product: [N:32]1([CH:1]([C:4]2[CH:31]=[C:7]3[CH2:8][N:9]([C:13]([O:15][CH2:16][C:17]4[CH:22]=[C:21]([C:23]([F:26])([F:25])[F:24])[CH:20]=[C:19]([C:27]([F:30])([F:29])[F:28])[CH:18]=4)=[O:14])[CH2:10][CH2:11][CH2:12][N:6]3[N:5]=2)[CH3:2])[CH2:37][CH2:36][CH2:35][CH2:34][CH2:33]1. The catalyst class is: 278.